Dataset: Catalyst prediction with 721,799 reactions and 888 catalyst types from USPTO. Task: Predict which catalyst facilitates the given reaction. (1) Reactant: [CH2:1]([C:3]1([CH2:15][CH3:16])[O:8][C:7](=[O:9])[NH:6][C:5]2[CH:10]=[CH:11][C:12](I)=[CH:13][C:4]1=2)[CH3:2].[N+:17]([C:20]1[CH:21]=[C:22](B(O)O)[CH:23]=[CH:24][CH:25]=1)([O-:19])=[O:18]. Product: [CH2:1]([C:3]1([CH2:15][CH3:16])[O:8][C:7](=[O:9])[NH:6][C:5]2[CH:10]=[CH:11][C:12]([C:24]3[CH:23]=[CH:22][CH:21]=[C:20]([N+:17]([O-:19])=[O:18])[CH:25]=3)=[CH:13][C:4]1=2)[CH3:2]. The catalyst class is: 6. (2) Reactant: FC(F)(F)C([NH:5][CH2:6][CH2:7][N:8]1[CH2:13][CH2:12][N:11]([C:14]2[C:23]3[C:18](=[CH:19][CH:20]=[C:21]([O:24][CH3:25])[CH:22]=3)[N:17]=[CH:16][C:15]=2[Cl:26])[CH2:10][CH2:9]1)=O.C([O-])([O-])=O.[K+].[K+].O. Product: [Cl:26][C:15]1[CH:16]=[N:17][C:18]2[C:23]([C:14]=1[N:11]1[CH2:12][CH2:13][N:8]([CH2:7][CH2:6][NH2:5])[CH2:9][CH2:10]1)=[CH:22][C:21]([O:24][CH3:25])=[CH:20][CH:19]=2. The catalyst class is: 5. (3) Reactant: C1(C)C=CC=CC=1.Cl[C:9]1[C:18]([CH:19]=[O:20])=[CH:17][C:16]2[C:11](=[CH:12][CH:13]=[CH:14][CH:15]=2)[N:10]=1.[CH:21]1([CH2:24][NH:25][CH2:26][CH2:27][CH3:28])[CH2:23][CH2:22]1.C(=O)([O-])[O-].[K+].[K+]. Product: [CH:21]1([CH2:24][N:25]([CH2:26][CH2:27][CH3:28])[C:9]2[C:18]([CH:19]=[O:20])=[CH:17][C:16]3[C:11](=[CH:12][CH:13]=[CH:14][CH:15]=3)[N:10]=2)[CH2:23][CH2:22]1. The catalyst class is: 6. (4) Reactant: [CH3:1][O:2][C:3]([NH:5][CH2:6][CH2:7][CH2:8][CH2:9][CH2:10][CH2:11]O)=[O:4].C1(P(C2C=CC=CC=2)C2C=CC=CC=2)C=CC=CC=1.[Br:32]C(Br)(Br)Br. Product: [CH3:1][O:2][C:3]([NH:5][CH2:6][CH2:7][CH2:8][CH2:9][CH2:10][CH2:11][Br:32])=[O:4]. The catalyst class is: 4.